Dataset: Catalyst prediction with 721,799 reactions and 888 catalyst types from USPTO. Task: Predict which catalyst facilitates the given reaction. Reactant: [Br:1][C:2]1[CH:6]=[C:5]([C:7]([OH:9])=O)[N:4]([C:10]2[CH:15]=[CH:14][CH:13]=[CH:12][C:11]=2[Cl:16])[N:3]=1.[NH2:17][C:18]1[C:26]([CH3:27])=[CH:25][C:24]([C:28]#[N:29])=[CH:23][C:19]=1[C:20](O)=[O:21].N1C=CC=C(C)C=1.CS(Cl)(=O)=O. Product: [Br:1][C:2]1[CH:6]=[C:5]([C:7]2[O:9][C:20](=[O:21])[C:19]3[CH:23]=[C:24]([C:28]#[N:29])[CH:25]=[C:26]([CH3:27])[C:18]=3[N:17]=2)[N:4]([C:10]2[CH:15]=[CH:14][CH:13]=[CH:12][C:11]=2[Cl:16])[N:3]=1. The catalyst class is: 10.